This data is from TCR-epitope binding with 47,182 pairs between 192 epitopes and 23,139 TCRs. The task is: Binary Classification. Given a T-cell receptor sequence (or CDR3 region) and an epitope sequence, predict whether binding occurs between them. The epitope is NLVPMVATV. The TCR CDR3 sequence is CASSQYDTFISPLHF. Result: 1 (the TCR binds to the epitope).